This data is from Full USPTO retrosynthesis dataset with 1.9M reactions from patents (1976-2016). The task is: Predict the reactants needed to synthesize the given product. (1) Given the product [CH2:13]([C:6]1[CH:5]=[C:4]([CH:9]=[C:8]([O:10][CH3:11])[C:7]=1[OH:12])[C:3]([OH:16])=[O:2])[CH:14]=[CH2:15], predict the reactants needed to synthesize it. The reactants are: C[O:2][C:3](=[O:16])[C:4]1[CH:9]=[C:8]([O:10][CH3:11])[C:7]([OH:12])=[C:6]([CH2:13][CH:14]=[CH2:15])[CH:5]=1.[Li+].[OH-].[OH-].[Na+]. (2) Given the product [CH3:1][C:2]1[N:12]=[C:11]2[N:6]([CH2:7][CH2:8][CH2:9][CH2:10]2)[C:4](=[O:5])[C:3]=1[CH2:13][CH2:14][N:15]1[CH2:16][CH2:17][CH:18]([C:21]2[C:22]3[CH:23]=[CH:24][C:25]([F:30])=[CH:26][C:27]=3[O:28][N:29]=2)[CH2:19][CH2:20]1.[ClH:31], predict the reactants needed to synthesize it. The reactants are: [CH3:1][C:2]1[N:12]=[C:11]2[N:6]([CH2:7][CH2:8][CH2:9][CH2:10]2)[C:4](=[O:5])[C:3]=1[CH2:13][CH2:14][N:15]1[CH2:20][CH2:19][CH:18]([C:21]2[C:22]3[CH:23]=[CH:24][C:25]([F:30])=[CH:26][C:27]=3[O:28][N:29]=2)[CH2:17][CH2:16]1.[ClH:31]. (3) Given the product [NH2:1][C:2]1[CH:9]=[CH:8][C:7]([C:30]2[N:35]=[C:34]3[N:36]([CH:47]4[CH2:52][CH2:51][CH2:50][CH2:49][O:48]4)[N:37]=[C:38]([C:39]4[CH:44]=[CH:43][CH:42]=[C:41]([O:45][CH3:46])[CH:40]=4)[C:33]3=[C:32]([CH:53]([F:55])[F:54])[CH:31]=2)=[CH:6][C:3]=1[C:4]#[N:5], predict the reactants needed to synthesize it. The reactants are: [NH2:1][C:2]1[CH:9]=[CH:8][C:7](B2OC(C)(C)C(C)(C)O2)=[CH:6][C:3]=1[C:4]#[N:5].O.O.P([O-])([O-])([O-])=O.[K+].[K+].[K+].Cl[C:30]1[N:35]=[C:34]2[N:36]([CH:47]3[CH2:52][CH2:51][CH2:50][CH2:49][O:48]3)[N:37]=[C:38]([C:39]3[CH:44]=[CH:43][CH:42]=[C:41]([O:45][CH3:46])[CH:40]=3)[C:33]2=[C:32]([CH:53]([F:55])[F:54])[CH:31]=1. (4) Given the product [F:36][C:37]([F:45])([F:44])[CH2:38][CH2:39][S:40]([O:35][C:32]1[CH:31]=[CH:30][C:29]([N:10]2[C:11]([CH3:28])=[C:12]([C:14]([NH:16][C:17]3[CH:22]=[CH:21][C:20]([O:23][C:24]([F:27])([F:26])[F:25])=[CH:19][CH:18]=3)=[O:15])[N:13]=[C:9]2[C:3]2[CH:4]=[CH:5][C:6]([Cl:8])=[CH:7][C:2]=2[Cl:1])=[CH:34][CH:33]=1)(=[O:42])=[O:41], predict the reactants needed to synthesize it. The reactants are: [Cl:1][C:2]1[CH:7]=[C:6]([Cl:8])[CH:5]=[CH:4][C:3]=1[C:9]1[N:10]([C:29]2[CH:34]=[CH:33][C:32]([OH:35])=[CH:31][CH:30]=2)[C:11]([CH3:28])=[C:12]([C:14]([NH:16][C:17]2[CH:22]=[CH:21][C:20]([O:23][C:24]([F:27])([F:26])[F:25])=[CH:19][CH:18]=2)=[O:15])[N:13]=1.[F:36][C:37]([F:45])([F:44])[CH2:38][CH2:39][S:40](Cl)(=[O:42])=[O:41]. (5) Given the product [F:2][C:3]1[CH:4]=[CH:5][C:6]([O:26][CH2:27][CH2:28][N:29]2[CH2:34][CH2:33][O:32][CH2:31][CH2:30]2)=[C:7]([C@H:9]2[CH2:13][CH2:12][CH2:11][N:10]2[C:14]2[CH:19]=[CH:18][N:17]3[N:20]=[CH:21][C:22]([C:23]([NH2:36])=[O:24])=[C:16]3[N:15]=2)[CH:8]=1, predict the reactants needed to synthesize it. The reactants are: Cl.[F:2][C:3]1[CH:4]=[CH:5][C:6]([O:26][CH2:27][CH2:28][N:29]2[CH2:34][CH2:33][O:32][CH2:31][CH2:30]2)=[C:7]([C@H:9]2[CH2:13][CH2:12][CH2:11][N:10]2[C:14]2[CH:19]=[CH:18][N:17]3[N:20]=[CH:21][C:22]([C:23](O)=[O:24])=[C:16]3[N:15]=2)[CH:8]=1.[Cl-].[NH4+:36]. (6) The reactants are: [CH:1]1([OH:9])[CH2:8][CH2:7][CH2:6][CH2:5][CH2:4][CH2:3][CH2:2]1.[C:10](Cl)(=[O:15])[O:11][CH:12]([Cl:14])[CH3:13]. Given the product [C:10](=[O:15])([O:9][CH:1]1[CH2:8][CH2:7][CH2:6][CH2:5][CH2:4][CH2:3][CH2:2]1)[O:11][CH:12]([Cl:14])[CH3:13], predict the reactants needed to synthesize it. (7) Given the product [F:1][C:2]1[CH:7]=[N:6][C:5]([N:8]2[CH2:16][C@@H:15]3[C@@:10]([C:18]4[CH:19]=[N:20][CH:21]=[CH:22][CH:23]=4)([N:11]=[C:12]([NH2:17])[S:13][CH2:14]3)[CH2:9]2)=[N:4][CH:3]=1, predict the reactants needed to synthesize it. The reactants are: [F:1][C:2]1[CH:3]=[N:4][C:5]([N:8]2[CH2:16][CH:15]3[C:10]([C:18]4[CH:19]=[N:20][CH:21]=[CH:22][CH:23]=4)([N:11]=[C:12]([NH2:17])[S:13][CH2:14]3)[CH2:9]2)=[N:6][CH:7]=1.C(O)(C)C. (8) The reactants are: [Cl:1][C:2]1[N:3]=[CH:4][C:5]2[NH:11][C:10](=O)[C:9]([CH3:14])([CH3:13])[CH2:8][N:7]([CH:15]3[CH2:19][CH2:18][CH2:17][CH2:16]3)[C:6]=2[N:20]=1.[NH2:21][NH2:22].O1CCC[CH2:24]1.C([O-])(O)=O.[Na+]. Given the product [Cl:1][C:2]1[N:3]=[CH:4][C:5]2[N:11]3[C:10]([C:9]([CH3:14])([CH3:13])[CH2:8][N:7]([CH:15]4[CH2:19][CH2:18][CH2:17][CH2:16]4)[C:6]=2[N:20]=1)=[N:22][N:21]=[CH:24]3, predict the reactants needed to synthesize it.